From a dataset of Peptide-MHC class II binding affinity with 134,281 pairs from IEDB. Regression. Given a peptide amino acid sequence and an MHC pseudo amino acid sequence, predict their binding affinity value. This is MHC class II binding data. (1) The MHC is DRB3_0101 with pseudo-sequence DRB3_0101. The peptide sequence is RVSPGNGWMIKETAC. The binding affinity (normalized) is 0.293. (2) The peptide sequence is GGLPLAGAGGAGAGP. The MHC is DRB1_0405 with pseudo-sequence DRB1_0405. The binding affinity (normalized) is 0.0431. (3) The peptide sequence is LDLAVNAAVDAGIHF. The MHC is HLA-DQA10104-DQB10503 with pseudo-sequence HLA-DQA10104-DQB10503. The binding affinity (normalized) is 0.349. (4) The peptide sequence is AAATAGTTVYKAFAA. The MHC is HLA-DQA10501-DQB10301 with pseudo-sequence HLA-DQA10501-DQB10301. The binding affinity (normalized) is 0.387. (5) The peptide sequence is VLGLPAIKAWVAKRP. The MHC is DRB1_0802 with pseudo-sequence DRB1_0802. The binding affinity (normalized) is 0.528. (6) The peptide sequence is GFTRRFKFLLNISYL. The MHC is DRB1_0401 with pseudo-sequence DRB1_0401. The binding affinity (normalized) is 0.821. (7) The peptide sequence is SDVGEFRAVTELG. The MHC is HLA-DQA10401-DQB10402 with pseudo-sequence HLA-DQA10401-DQB10402. The binding affinity (normalized) is 0.534.